This data is from Full USPTO retrosynthesis dataset with 1.9M reactions from patents (1976-2016). The task is: Predict the reactants needed to synthesize the given product. (1) Given the product [Cl:1][C:2]1[CH:3]=[C:4]([N:10]2[CH:14]=[N:13][C:12]([C:15]([OH:17])=[O:16])=[N:11]2)[CH:5]=[C:6]([Cl:9])[C:7]=1[OH:8], predict the reactants needed to synthesize it. The reactants are: [Cl:1][C:2]1[CH:3]=[C:4]([N:10]2[CH:14]=[N:13][C:12]([C:15]([O:17]CC)=[O:16])=[N:11]2)[CH:5]=[C:6]([Cl:9])[C:7]=1[OH:8].[OH-].[Na+].Cl. (2) Given the product [Br:8][C:9]1[CH:14]=[CH:13][CH:12]=[CH:11][C:10]=1[C:2]1[CH:3]=[N:4][CH:5]=[N:6][CH:7]=1, predict the reactants needed to synthesize it. The reactants are: Br[C:2]1[CH:3]=[N:4][CH:5]=[N:6][CH:7]=1.[Br:8][C:9]1[CH:14]=[CH:13][CH:12]=[CH:11][C:10]=1B(O)O.C(=O)([O-])[O-].[K+].[K+]. (3) Given the product [NH2:3][CH2:12][CH2:13][CH2:14][CH2:15][N:16]1[CH2:21][CH2:20][N:19]([C:22]([O:24][C:25]([CH3:28])([CH3:27])[CH3:26])=[O:23])[CH2:18][CH2:17]1, predict the reactants needed to synthesize it. The reactants are: O=C1C2C(=CC=CC=2)C(=O)[N:3]1[CH2:12][CH2:13][CH2:14][CH2:15][N:16]1[CH2:21][CH2:20][N:19]([C:22]([O:24][C:25]([CH3:28])([CH3:27])[CH3:26])=[O:23])[CH2:18][CH2:17]1.NN.